Dataset: Reaction yield outcomes from USPTO patents with 853,638 reactions. Task: Predict the reaction yield, written as a fraction of the theoretical maximum amount of product (1.0 means a 100% yield; for example, 0.34 means a 34% yield). (1) The reactants are [CH:1]1([CH2:6][C@H:7]([N:11]2[CH2:15][C:14]3[CH2:16][C:17]4[CH:18]=[CH:19][CH:20]=[CH:21][C:22]=4[O:23][C:13]=3[C:12]2=[O:24])[C:8]([OH:10])=O)[CH2:5][CH2:4][CH2:3][CH2:2]1.Cl.CN(C)CCCN=C=NCC.ON1C2C=CC=CC=2N=N1.[NH2:47][C:48]1[CH:52]=[CH:51][N:50]([CH2:53][C:54]([CH3:57])([OH:56])[CH3:55])[N:49]=1. The catalyst is C(Cl)Cl. The product is [CH:1]1([CH2:6][C@H:7]([N:11]2[CH2:15][C:14]3[CH2:16][C:17]4[CH:18]=[CH:19][CH:20]=[CH:21][C:22]=4[O:23][C:13]=3[C:12]2=[O:24])[C:8]([NH:47][C:48]2[CH:52]=[CH:51][N:50]([CH2:53][C:54]([OH:56])([CH3:55])[CH3:57])[N:49]=2)=[O:10])[CH2:2][CH2:3][CH2:4][CH2:5]1. The yield is 0.720. (2) The reactants are I([O-])(=O)(=O)=[O:2].[Na+].[Br:7][C:8]1[CH:20]=[CH:19][C:11](/[CH:12]=C/N2CCCC2)=[C:10]([N+:21]([O-:23])=[O:22])[CH:9]=1. The catalyst is C1COCC1.O. The product is [Br:7][C:8]1[CH:20]=[CH:19][C:11]([CH:12]=[O:2])=[C:10]([N+:21]([O-:23])=[O:22])[CH:9]=1. The yield is 0.860. (3) The reactants are [CH3:1][O:2][C:3]1[CH:4]=[CH:5][C:6]2[CH2:18][C:17]3[C:16]4[N:15]=[CH:14][CH:13]=[CH:12][C:11]=4[O:10][C:9]=3[C:8]([CH3:20])([CH3:19])[C:7]=2[CH:21]=1.Cl([O-])=[O:23].[Na+].ON1C(=O)C2=CC=CC=C2C1=O. The catalyst is CC#N.O.C(OCC)(=O)C. The product is [CH3:1][O:2][C:3]1[CH:4]=[CH:5][C:6]2[C:18](=[O:23])[C:17]3[C:16]4[N:15]=[CH:14][CH:13]=[CH:12][C:11]=4[O:10][C:9]=3[C:8]([CH3:19])([CH3:20])[C:7]=2[CH:21]=1. The yield is 0.700. (4) The reactants are Cl.Cl.[CH2:3]([C:5]1[CH:6]=[N:7][C:8]([C:11]2[CH:12]=[C:13]3[C:17](=[CH:18][CH:19]=2)[C@H:16]([N:20]2[CH2:23][C:22]4([CH2:28][CH2:27][NH:26][CH2:25][CH2:24]4)[CH2:21]2)[CH2:15][CH2:14]3)=[N:9][CH:10]=1)[CH3:4].[CH3:29][O:30][C:31]1[CH:32]=[CH:33][C:34]([CH2:37][C:38](O)=[O:39])=[N:35][CH:36]=1.CN(C(ON1N=NC2C=CC=CC1=2)=[N+](C)C)C.F[P-](F)(F)(F)(F)F.C(N(CC)CC)C. The catalyst is CN(C)C=O. The product is [CH2:3]([C:5]1[CH:6]=[N:7][C:8]([C:11]2[CH:12]=[C:13]3[C:17](=[CH:18][CH:19]=2)[C@H:16]([N:20]2[CH2:23][C:22]4([CH2:28][CH2:27][N:26]([C:38](=[O:39])[CH2:37][C:34]5[CH:33]=[CH:32][C:31]([O:30][CH3:29])=[CH:36][N:35]=5)[CH2:25][CH2:24]4)[CH2:21]2)[CH2:15][CH2:14]3)=[N:9][CH:10]=1)[CH3:4]. The yield is 0.794. (5) The reactants are [Br:1][C:2]1[CH:11]=[CH:10][CH:9]=[C:8]2[C:3]=1[CH2:4][CH2:5][CH2:6][C:7]2=[O:12].[Br:13]Br. The catalyst is C(Cl)Cl.CCOCC. The product is [Br:13][CH:6]1[CH2:5][CH2:4][C:3]2[C:8](=[CH:9][CH:10]=[CH:11][C:2]=2[Br:1])[C:7]1=[O:12]. The yield is 0.794. (6) The reactants are C[O:2][C:3](=O)[C:4]1[CH:9]=[C:8]([O:10][CH2:11][CH3:12])[C:7]([I:13])=[C:6]([NH2:14])[CH:5]=1.[H-].C([Al+]CC(C)C)C(C)C. The catalyst is C1COCC1. The product is [NH2:14][C:6]1[CH:5]=[C:4]([CH2:3][OH:2])[CH:9]=[C:8]([O:10][CH2:11][CH3:12])[C:7]=1[I:13]. The yield is 0.340. (7) The reactants are [OH:1][CH2:2][CH:3]([NH:5][C:6](=[O:14])[C:7]1[CH:12]=[CH:11][CH:10]=[C:9](I)[CH:8]=1)[CH3:4].[C:15]([OH:22])(=[O:21])[CH2:16][CH2:17][CH2:18][C:19]#[CH:20]. No catalyst specified. The product is [OH:1][CH2:2][CH:3]([NH:5][C:6]([C:7]1[CH:8]=[C:9]([C:20]#[C:19][CH2:18][CH2:17][CH2:16][C:15]([OH:22])=[O:21])[CH:10]=[CH:11][CH:12]=1)=[O:14])[CH3:4]. The yield is 0.990.